This data is from Full USPTO retrosynthesis dataset with 1.9M reactions from patents (1976-2016). The task is: Predict the reactants needed to synthesize the given product. (1) Given the product [Cl:32][C:33]1[C:34]([C:40]([NH2:42])=[O:41])=[N:35][CH:36]=[CH:37][C:38]=1[O:8][C:6]1[CH:5]=[CH:4][C:3]([NH:9][C:10]([C:12]2[C:13](=[O:25])[N:14]([C:19]3[CH:20]=[CH:21][CH:22]=[CH:23][CH:24]=3)[N:15]([CH3:18])[C:16]=2[CH3:17])=[O:11])=[C:2]([F:1])[CH:7]=1, predict the reactants needed to synthesize it. The reactants are: [F:1][C:2]1[CH:7]=[C:6]([OH:8])[CH:5]=[CH:4][C:3]=1[NH:9][C:10]([C:12]1[C:13](=[O:25])[N:14]([C:19]2[CH:24]=[CH:23][CH:22]=[CH:21][CH:20]=2)[N:15]([CH3:18])[C:16]=1[CH3:17])=[O:11].CC([O-])(C)C.[K+].[Cl:32][C:33]1[C:34]([C:40]([NH2:42])=[O:41])=[N:35][CH:36]=[CH:37][C:38]=1Cl.CCOC(C)=O. (2) Given the product [C:8]1([C:14]2[S:15][CH:16]=[C:17]([C:19]([N:21]3[CH2:26][CH2:25][N:24]([C:37](=[O:38])[C:36]4[CH:40]=[CH:41][CH:42]=[C:34]([C:31]5[N:30]=[C:29]([C:28]([F:44])([F:43])[F:27])[O:33][N:32]=5)[CH:35]=4)[CH2:23][CH2:22]3)=[O:20])[N:18]=2)[CH:9]=[CH:10][CH:11]=[CH:12][CH:13]=1, predict the reactants needed to synthesize it. The reactants are: OC(C(F)(F)F)=O.[C:8]1([C:14]2[S:15][CH:16]=[C:17]([C:19]([N:21]3[CH2:26][CH2:25][NH:24][CH2:23][CH2:22]3)=[O:20])[N:18]=2)[CH:13]=[CH:12][CH:11]=[CH:10][CH:9]=1.[F:27][C:28]([F:44])([F:43])[C:29]1[O:33][N:32]=[C:31]([C:34]2[CH:35]=[C:36]([CH:40]=[CH:41][CH:42]=2)[C:37](O)=[O:38])[N:30]=1. (3) Given the product [F:1][C:2]1[CH:18]=[CH:17][C:5]([O:6][CH2:7][CH2:8][CH:9]2[CH2:10][O:11][CH:14]([CH2:16][OH:15])[CH2:13][CH2:12]2)=[CH:4][CH:3]=1, predict the reactants needed to synthesize it. The reactants are: [F:1][C:2]1[CH:18]=[CH:17][C:5]([O:6][CH2:7][CH2:8][CH:9]([CH2:12][CH2:13][CH:14]2[CH2:16][O:15]2)[CH2:10][OH:11])=[CH:4][CH:3]=1.CC1C=CC(S(O)(=O)=O)=CC=1.O. (4) Given the product [CH2:17]([O:16][C:11](=[O:15])[C:12](=[O:13])[CH2:14][N:1]1[C:10]2[C:5](=[CH:6][CH:7]=[CH:8][CH:9]=2)[CH2:4][CH2:3][CH2:2]1)[CH3:18].[CH:11]1[C:9]2=[C:10]3[C:5](=[CH:6][CH:7]=[CH:8]2)[CH2:4][CH2:3][CH2:2][N:1]3[CH:12]=1, predict the reactants needed to synthesize it. The reactants are: [NH:1]1[C:10]2[C:5](=[CH:6][CH:7]=[CH:8][CH:9]=2)[CH2:4][CH2:3][CH2:2]1.[C:11]([O:16][CH2:17][CH2:18]Br)(=[O:15])[C:12]([CH3:14])=[O:13]. (5) Given the product [C:1]([O:5][C:6]([N:8]1[CH2:13][CH2:12][N:11]([C:14]2[CH:22]=[CH:21][CH:20]=[C:19]3[C:15]=2[C:16]([CH3:33])=[CH:17][NH:18]3)[CH2:10][CH2:9]1)=[O:7])([CH3:4])([CH3:3])[CH3:2], predict the reactants needed to synthesize it. The reactants are: [C:1]([O:5][C:6]([N:8]1[CH2:13][CH2:12][N:11]([C:14]2[CH:22]=[CH:21][CH:20]=[C:19]3[C:15]=2[C:16]([CH3:33])=[CH:17][N:18]3[Si](C(C)C)(C(C)C)C(C)C)[CH2:10][CH2:9]1)=[O:7])([CH3:4])([CH3:3])[CH3:2].[F-].C([N+](CCCC)(CCCC)CCCC)CCC.C(OCC)C. (6) Given the product [CH2:1]([C:3]1[N:17]([CH2:16][CH2:14][OH:15])[C:7](=[O:9])[C:6]2[C:5](=[CH:13][CH:12]=[CH:11][CH:10]=2)[N:4]=1)[CH3:2], predict the reactants needed to synthesize it. The reactants are: [CH2:1]([C:3]1O[C:7](=[O:9])[C:6]2[CH:10]=[CH:11][CH:12]=[CH:13][C:5]=2[N:4]=1)[CH3:2].[CH2:14]([CH2:16][NH2:17])[OH:15]. (7) Given the product [CH2:1]([O:3][C:4]([C:6]1[CH:7]=[C:8]2[N:13]([C:14]=1[C:15]1[CH:16]=[N:17][C:18]([O:21][CH2:22][CH3:23])=[CH:19][CH:20]=1)[CH:12]=[CH:11][C:10]([CH2:24][N:25]1[CH:32]=[C:31]([C:30]([OH:35])([C:29]([F:37])([F:36])[F:28])[CH2:33][CH3:34])[N:27]=[N:26]1)=[CH:9]2)=[O:5])[CH3:2], predict the reactants needed to synthesize it. The reactants are: [CH2:1]([O:3][C:4]([C:6]1[CH:7]=[C:8]2[N:13]([C:14]=1[C:15]1[CH:16]=[N:17][C:18]([O:21][CH2:22][CH3:23])=[CH:19][CH:20]=1)[CH:12]=[CH:11][C:10]([CH2:24][N:25]=[N+:26]=[N-:27])=[CH:9]2)=[O:5])[CH3:2].[F:28][C:29]([F:37])([F:36])[C:30]([OH:35])([CH2:33][CH3:34])[C:31]#[CH:32].